Dataset: Forward reaction prediction with 1.9M reactions from USPTO patents (1976-2016). Task: Predict the product of the given reaction. (1) Given the reactants Br[CH2:2][CH:3]=[CH:4][C:5]([OH:7])=O.[CH:8]([NH:11][CH3:12])([CH3:10])[CH3:9].[Cl:13][C:14]1[CH:15]=[C:16]([NH:21][C:22]2[C:34]3[C:33]4[CH2:32][CH2:31][NH:30][CH2:29][C:28]=4[S:27][C:26]=3[N:25]=[CH:24][N:23]=2)[CH:17]=[CH:18][C:19]=1[Cl:20].CCN=C=NCCCN(C)C.CCN(C(C)C)C(C)C, predict the reaction product. The product is: [Cl:13][C:14]1[CH:15]=[C:16]([NH:21][C:22]2[C:34]3[C:33]4[CH2:32][CH2:31][N:30]([C:5](=[O:7])/[CH:4]=[CH:3]/[CH2:2][N:11]([CH:8]([CH3:10])[CH3:9])[CH3:12])[CH2:29][C:28]=4[S:27][C:26]=3[N:25]=[CH:24][N:23]=2)[CH:17]=[CH:18][C:19]=1[Cl:20]. (2) Given the reactants [F:1][C:2]1[CH:3]=[C:4]2[N:10]([CH3:11])[N:9]=[C:8]([C:12]3[CH:17]=[CH:16][C:15]([OH:18])=[CH:14][CH:13]=3)[C:5]2=[N:6][CH:7]=1.[H-].[Na+].[CH3:21][N:22]1[C:26]2=[N:27][CH:28]=[CH:29][CH:30]=[C:25]2[N:24]=[C:23]1S(C)(=O)=O.O, predict the reaction product. The product is: [F:1][C:2]1[CH:3]=[C:4]2[N:10]([CH3:11])[N:9]=[C:8]([C:12]3[CH:17]=[CH:16][C:15]([O:18][C:23]4[N:22]([CH3:21])[C:26]5=[N:27][CH:28]=[CH:29][CH:30]=[C:25]5[N:24]=4)=[CH:14][CH:13]=3)[C:5]2=[N:6][CH:7]=1.